Dataset: Forward reaction prediction with 1.9M reactions from USPTO patents (1976-2016). Task: Predict the product of the given reaction. (1) Given the reactants FC(F)(F)C(O)=O.[NH2:8][CH2:9][CH2:10][C:11]1[CH:16]=[CH:15][C:14]([C:17]2[S:21](=[O:23])(=[O:22])[N:20]([C:24]([CH3:27])([CH3:26])[CH3:25])[C:19](=[O:28])[CH:18]=2)=[CH:13][CH:12]=1.C(N(CC)CC)C.[O:36]([C:43]1[CH:48]=[CH:47][C:46]([S:49](Cl)(=[O:51])=[O:50])=[CH:45][CH:44]=1)[C:37]1[CH:42]=[CH:41][CH:40]=[CH:39][CH:38]=1, predict the reaction product. The product is: [C:24]([N:20]1[C:19](=[O:28])[CH:18]=[C:17]([C:14]2[CH:15]=[CH:16][C:11]([CH2:10][CH2:9][NH:8][S:49]([C:46]3[CH:45]=[CH:44][C:43]([O:36][C:37]4[CH:42]=[CH:41][CH:40]=[CH:39][CH:38]=4)=[CH:48][CH:47]=3)(=[O:51])=[O:50])=[CH:12][CH:13]=2)[S:21]1(=[O:23])=[O:22])([CH3:25])([CH3:27])[CH3:26]. (2) Given the reactants [Cl:1][C:2]1[CH:10]=[CH:9][CH:8]=[C:7]2[C:3]=1[CH2:4][N:5]([C:12]1[N:13]=[C:14]3[C:20]([CH:21]=[O:22])=[CH:19][N:18]([CH2:23][O:24][CH2:25][CH2:26][Si:27]([CH3:30])([CH3:29])[CH3:28])[C:15]3=[N:16][CH:17]=1)[C:6]2=[O:11].S(=O)(=O)([OH:33])N.[O-]Cl=O.[Na+].OP([O-])(O)=O.[K+], predict the reaction product. The product is: [Cl:1][C:2]1[CH:10]=[CH:9][CH:8]=[C:7]2[C:3]=1[CH2:4][N:5]([C:12]1[N:13]=[C:14]3[C:20]([C:21]([OH:33])=[O:22])=[CH:19][N:18]([CH2:23][O:24][CH2:25][CH2:26][Si:27]([CH3:30])([CH3:29])[CH3:28])[C:15]3=[N:16][CH:17]=1)[C:6]2=[O:11]. (3) Given the reactants [O:1]1[C:5]2([CH2:10][CH2:9][CH:8]([O:11][C:12]3[N:17]=[C:16]([C:18]([F:21])([F:20])[F:19])[N:15]=[C:14]([CH2:22][C:23]([O:25][CH3:26])=[O:24])[CH:13]=3)[CH2:7][CH2:6]2)[O:4][CH2:3][CH2:2]1.Br[CH2:28][CH2:29]Br.[H-].[Na+], predict the reaction product. The product is: [O:4]1[C:5]2([CH2:10][CH2:9][CH:8]([O:11][C:12]3[N:17]=[C:16]([C:18]([F:21])([F:19])[F:20])[N:15]=[C:14]([C:22]4([C:23]([O:25][CH3:26])=[O:24])[CH2:29][CH2:28]4)[CH:13]=3)[CH2:7][CH2:6]2)[O:1][CH2:2][CH2:3]1. (4) The product is: [Cl:1][C:2]1[CH:27]=[C:26]([Cl:28])[CH:25]=[CH:24][C:3]=1[O:4][C:5]1[CH:10]=[CH:9][CH:8]=[CH:7][C:6]=1[NH:11][S:12]([C:15]1[CH:16]=[CH:17][C:18]([C:19]([NH:44][CH2:43][CH2:42][N:39]2[CH2:38][CH2:37][N:36]([C:32]3[CH:31]=[C:30]([CH3:29])[CH:35]=[CH:34][N:33]=3)[CH2:41][CH2:40]2)=[O:21])=[CH:22][CH:23]=1)(=[O:14])=[O:13]. Given the reactants [Cl:1][C:2]1[CH:27]=[C:26]([Cl:28])[CH:25]=[CH:24][C:3]=1[O:4][C:5]1[CH:10]=[CH:9][CH:8]=[CH:7][C:6]=1[NH:11][S:12]([C:15]1[CH:23]=[CH:22][C:18]([C:19]([OH:21])=O)=[CH:17][CH:16]=1)(=[O:14])=[O:13].[CH3:29][C:30]1[CH:35]=[CH:34][N:33]=[C:32]([N:36]2[CH2:41][CH2:40][N:39]([CH2:42][CH2:43][NH2:44])[CH2:38][CH2:37]2)[CH:31]=1, predict the reaction product.